This data is from Full USPTO retrosynthesis dataset with 1.9M reactions from patents (1976-2016). The task is: Predict the reactants needed to synthesize the given product. (1) Given the product [O:15]=[C:9]1[NH:10][C:11](=[O:14])[CH:12]=[CH:13][N:8]1[C:6]1[CH:7]=[C:2]([C:35]2[CH:36]=[CH:37][O:33][CH:34]=2)[C:3]([O:31][CH3:32])=[C:4]([C:16]2[CH:24]=[C:23]3[C:19]([C:20]([CH2:25][NH:26][S:27]([CH3:30])(=[O:29])=[O:28])=[CH:21][CH2:22]3)=[CH:18][CH:17]=2)[CH:5]=1, predict the reactants needed to synthesize it. The reactants are: Br[C:2]1[C:3]([O:31][CH3:32])=[C:4]([C:16]2[CH:24]=[C:23]3[C:19]([C:20]([CH2:25][NH:26][S:27]([CH3:30])(=[O:29])=[O:28])=[CH:21][CH2:22]3)=[CH:18][CH:17]=2)[CH:5]=[C:6]([N:8]2[CH:13]=[CH:12][C:11](=[O:14])[NH:10][C:9]2=[O:15])[CH:7]=1.[O:33]1[CH:37]=[CH:36][C:35](B(O)O)=[CH:34]1. (2) Given the product [F:13][C:14]1[CH:22]=[CH:21][CH:20]=[C:19]([F:23])[C:15]=1[C:16]([NH:12][C:11]1[C:7]([C:3]2[CH:2]=[N:1][CH:6]=[CH:5][CH:4]=2)=[N:8][NH:9][CH:10]=1)=[O:17], predict the reactants needed to synthesize it. The reactants are: [N:1]1[CH:6]=[CH:5][CH:4]=[C:3]([C:7]2[C:11]([NH2:12])=[CH:10][NH:9][N:8]=2)[CH:2]=1.[F:13][C:14]1[CH:22]=[CH:21][CH:20]=[C:19]([F:23])[C:15]=1[C:16](O)=[O:17].C(Cl)CCl.C1C=CC2N(O)N=NC=2C=1. (3) Given the product [C:53]1([S:59]([C:62]2[CH:63]=[C:64]([N:79]3[CH2:78][CH2:77][N:76]([C:74]([O:73][C:69]([CH3:72])([CH3:71])[CH3:70])=[O:75])[CH2:81][CH2:80]3)[CH:65]=[CH:66][CH:67]=2)(=[O:61])=[O:60])[CH:58]=[CH:57][CH:56]=[CH:55][CH:54]=1, predict the reactants needed to synthesize it. The reactants are: C1(P(C2C=CC=CC=2)C2C=CC3C(=CC=CC=3)C=2C2C3C(=CC=CC=3)C=CC=2P(C2C=CC=CC=2)C2C=CC=CC=2)C=CC=CC=1.C(=O)([O-])[O-].[Cs+].[Cs+].[C:53]1([S:59]([C:62]2[CH:63]=[C:64](Br)[CH:65]=[CH:66][CH:67]=2)(=[O:61])=[O:60])[CH:58]=[CH:57][CH:56]=[CH:55][CH:54]=1.[C:69]([O:73][C:74]([N:76]1[CH2:81][CH2:80][NH:79][CH2:78][CH2:77]1)=[O:75])([CH3:72])([CH3:71])[CH3:70]. (4) Given the product [Si:14]([O:13][C@H:10]1[CH2:11][CH2:12][NH:8][C@@H:9]1[C@H:21]([NH:23][C:24]1[CH:29]=[CH:28][C:27]([C:30]#[N:31])=[C:26]([Cl:32])[C:25]=1[CH3:33])[CH3:22])([C:17]([CH3:19])([CH3:20])[CH3:18])([CH3:16])[CH3:15], predict the reactants needed to synthesize it. The reactants are: C(OC([N:8]1[CH2:12][CH2:11][C@H:10]([O:13][Si:14]([C:17]([CH3:20])([CH3:19])[CH3:18])([CH3:16])[CH3:15])[C@@H:9]1[C@H:21]([NH:23][C:24]1[CH:29]=[CH:28][C:27]([C:30]#[N:31])=[C:26]([Cl:32])[C:25]=1[CH3:33])[CH3:22])=O)(C)(C)C.C(O)(C(F)(F)F)=O. (5) Given the product [Cl:26][C:3]1[C:2]([Cl:1])=[CH:7][CH:6]=[CH:5][C:4]=1[C:9]1[N:13]2[C:14]3[N:22]=[C:21]([O:23][CH3:24])[CH:20]=[CH:19][C:15]=3[N:16]=[C:17]([CH3:18])[C:12]2=[C:11]([CH3:25])[N:10]=1, predict the reactants needed to synthesize it. The reactants are: [Cl:1][C:2]1[CH:3]=[C:4]([C:9]2[N:13]3[C:14]4[N:22]=[C:21]([O:23][CH3:24])[CH:20]=[CH:19][C:15]=4[N:16]=[C:17]([CH3:18])[C:12]3=[C:11]([CH3:25])[N:10]=2)[CH:5]=[C:6](Cl)[CH:7]=1.[Cl:26]C1C(Cl)=CC=CC=1B(O)O.C([O-])([O-])=O.[K+].[K+]. (6) The reactants are: [CH3:1][Mg]Cl.CON(C)[C:7](=[O:16])[CH2:8][C:9]1[CH:14]=[CH:13][CH:12]=[CH:11][C:10]=1[CH3:15]. Given the product [C:10]1([CH3:15])[CH:11]=[CH:12][CH:13]=[CH:14][C:9]=1[CH2:8][C:7](=[O:16])[CH3:1], predict the reactants needed to synthesize it. (7) Given the product [C:16]1([N:22]2[C:23]3[CH:24]=[CH:25][C:26]([C:2]4[C:3]5[S:11][C:10]6[CH:12]=[CH:13][CH:14]=[CH:15][C:9]=6[C:4]=5[N:5]=[C:6]([NH2:8])[N:7]=4)=[CH:27][C:28]=3[C:29]3[C:34]2=[CH:33][CH:32]=[CH:31][CH:30]=3)[CH:17]=[CH:18][CH:19]=[CH:20][CH:21]=1, predict the reactants needed to synthesize it. The reactants are: Cl[C:2]1[C:3]2[S:11][C:10]3[CH:12]=[CH:13][CH:14]=[CH:15][C:9]=3[C:4]=2[N:5]=[C:6]([NH2:8])[N:7]=1.[C:16]1([N:22]2[C:34]3[CH:33]=[CH:32][C:31](B4OC(C)(C)C(C)(C)O4)=[CH:30][C:29]=3[C:28]3[C:23]2=[CH:24][CH:25]=[CH:26][CH:27]=3)[CH:21]=[CH:20][CH:19]=[CH:18][CH:17]=1.C([O-])([O-])=O.[Na+].[Na+]. (8) Given the product [O:15]1[C:7]2[CH:6]=[CH:5][C:10]([CH:11]([OH:12])[C:24]([O:23][CH3:22])=[O:3])=[CH:9][C:8]=2[O:13][CH2:14]1, predict the reactants needed to synthesize it. The reactants are: [Cl-].[Li+].[OH-:3].[K+].[CH:5]1[C:10]([CH:11]=[O:12])=[CH:9][C:8]2[O:13][CH2:14][O:15][C:7]=2[CH:6]=1.C(Br)(Br)Br.O1C[CH2:24][O:23][CH2:22]C1.